This data is from Forward reaction prediction with 1.9M reactions from USPTO patents (1976-2016). The task is: Predict the product of the given reaction. (1) Given the reactants [Cl:1][C:2]1[C:11]2[C:6](=[CH:7][C:8]([O:13][CH2:14][CH2:15][O:16][CH3:17])=[C:9]([OH:12])[CH:10]=2)[N:5]=[CH:4][C:3]=1[C:18]#[N:19].[C:20]1(P([C:20]2[CH:25]=CC=[CH:22][CH:21]=2)[C:20]2[CH:25]=CC=[CH:22][CH:21]=2)[CH:25]=CC=[CH:22][CH:21]=1.N(C(OCC)=O)=NC(OCC)=O, predict the reaction product. The product is: [CH2:25]([O:12][C:9]1[CH:10]=[C:11]2[C:6](=[CH:7][C:8]=1[O:13][CH2:14][CH2:15][O:16][CH3:17])[N:5]=[CH:4][C:3]([C:18]#[N:19])=[C:2]2[Cl:1])[CH2:20][CH2:21][CH3:22]. (2) Given the reactants [Cl:1][C:2]1[CH:7]=[C:6]([Cl:8])[CH:5]=[CH:4][C:3]=1[C:9](=[O:17])[CH2:10][C:11]1[NH:12][CH:13]=[C:14]([CH3:16])[N:15]=1.CO[CH:20](OC)[N:21]([CH3:23])[CH3:22], predict the reaction product. The product is: [Cl:1][C:2]1[CH:7]=[C:6]([Cl:8])[CH:5]=[CH:4][C:3]=1[C:9](=[O:17])/[C:10](/[C:11]1[NH:12][CH:13]=[C:14]([CH3:16])[N:15]=1)=[CH:20]\[N:21]([CH3:23])[CH3:22]. (3) Given the reactants O.[NH2:2][NH2:3].[Br:4][C:5]1[CH:22]=[N:21][C:8]2=[N:9][C:10]([N:14]3[CH2:19][CH2:18][N:17]([CH3:20])[CH2:16][CH2:15]3)=[C:11](Cl)[N:12]=[C:7]2[C:6]=1[CH3:23], predict the reaction product. The product is: [Br:4][C:5]1[CH:22]=[N:21][C:8]2=[N:9][C:10]([N:14]3[CH2:19][CH2:18][N:17]([CH3:20])[CH2:16][CH2:15]3)=[C:11]([NH:2][NH2:3])[N:12]=[C:7]2[C:6]=1[CH3:23]. (4) Given the reactants [C:1]([N:3]1[C:11]2[CH:10]=[CH:9][C:8]([CH3:12])=[CH:7][C:6]=2[C:5]2[CH2:13][N:14]([CH3:17])[CH2:15][CH2:16][C:4]1=2)#[CH:2].Br[C:19]1[S:20][CH:21]=[CH:22][CH:23]=1.CCCC[N+](CCCC)(CCCC)CCCC.[F-], predict the reaction product. The product is: [CH3:17][N:14]1[CH2:15][CH2:16][C:4]2[N:3]([C:1]#[C:2][C:23]3[CH:22]=[CH:21][S:20][CH:19]=3)[C:11]3[CH:10]=[CH:9][C:8]([CH3:12])=[CH:7][C:6]=3[C:5]=2[CH2:13]1. (5) Given the reactants [NH2:1][CH2:2][CH:3]([NH:10][C:11]([C:13]1[CH:14]=[CH:15][C:16]([Cl:44])=[C:17]([NH:19][C:20]([C:22]2[C:42](=[O:43])[NH:41][C:25]3[N:26]=[C:27]([NH:30][CH2:31][CH2:32][CH2:33][N:34]4[CH2:39][CH2:38][N:37]([CH3:40])[CH2:36][CH2:35]4)[N:28]=[CH:29][C:24]=3[CH:23]=2)=[O:21])[CH:18]=1)=[O:12])[C:4]1[CH:9]=[CH:8][CH:7]=[CH:6][CH:5]=1.Cl, predict the reaction product. The product is: [ClH:44].[NH2:1][CH2:2][CH:3]([NH:10][C:11]([C:13]1[CH:14]=[CH:15][C:16]([Cl:44])=[C:17]([NH:19][C:20]([C:22]2[C:42](=[O:43])[NH:41][C:25]3[N:26]=[C:27]([NH:30][CH2:31][CH2:32][CH2:33][N:34]4[CH2:39][CH2:38][N:37]([CH3:40])[CH2:36][CH2:35]4)[N:28]=[CH:29][C:24]=3[CH:23]=2)=[O:21])[CH:18]=1)=[O:12])[C:4]1[CH:9]=[CH:8][CH:7]=[CH:6][CH:5]=1. (6) Given the reactants Br[C:2]1[CH:8]=[CH:7][C:6]([O:9][CH3:10])=[CH:5][C:3]=1[NH2:4].[CH3:11][C:12]([CH3:17])([C:14]#[C:15][CH3:16])[CH3:13].C(=O)([O-])[O-].[K+].[K+].C1(P(C2C=CC=CC=2)C2C=CC=CC=2)C=CC=CC=1, predict the reaction product. The product is: [C:12]([C:14]1[NH:4][C:3]2[C:2]([C:15]=1[CH3:16])=[CH:8][CH:7]=[C:6]([O:9][CH3:10])[CH:5]=2)([CH3:17])([CH3:13])[CH3:11]. (7) Given the reactants Cl.[NH2:2][C:3]1[N:8]=[CH:7][N:6]=[C:5]2[N:9]([CH:18]([C:20]3[O:21][C:22](=[O:36])[C:23]4[C:28]([C:29]=3[C:30]3[CH:35]=[CH:34][CH:33]=[CH:32][CH:31]=3)=[CH:27][CH:26]=[CH:25][CH:24]=4)[CH3:19])[N:10]=[C:11]([C:12]3[S:16][C:15]([NH2:17])=[N:14][CH:13]=3)[C:4]=12.[CH3:37][C:38](OC(C)=O)=[O:39], predict the reaction product. The product is: [NH2:2][C:3]1[N:8]=[CH:7][N:6]=[C:5]2[N:9]([CH:18]([C:20]3[O:21][C:22](=[O:36])[C:23]4[C:28]([C:29]=3[C:30]3[CH:35]=[CH:34][CH:33]=[CH:32][CH:31]=3)=[CH:27][CH:26]=[CH:25][CH:24]=4)[CH3:19])[N:10]=[C:11]([C:12]3[S:16][C:15]([NH:17][C:38](=[O:39])[CH3:37])=[N:14][CH:13]=3)[C:4]=12. (8) The product is: [F:1][C:2]1[C:7]([CH3:8])=[CH:6][CH:5]=[C:4]([F:9])[C:3]=1[CH:10]([O:12][C:13]1[CH:14]=[CH:15][C:16]2[N:17]=[C:21]([NH2:22])[S:20][C:18]=2[CH:19]=1)[CH3:11]. Given the reactants [F:1][C:2]1[C:7]([CH3:8])=[CH:6][CH:5]=[C:4]([F:9])[C:3]=1[CH:10]([O:12][C:13]1[CH:19]=[CH:18][C:16]([NH2:17])=[CH:15][CH:14]=1)[CH3:11].[S-:20][C:21]#[N:22].[K+].BrBr, predict the reaction product. (9) The product is: [CH2:44]([NH:45][C:1](=[O:13])/[CH:2]=[CH:3]/[CH:4]=[CH:5]/[CH2:6][CH2:7][C:8]#[C:9][C:10]#[CH:11])[CH2:43][C:37]1[CH:42]=[CH:41][CH:40]=[CH:39][CH:38]=1. Given the reactants [C:1]([OH:13])(=O)/[CH:2]=[CH:3]/[CH:4]=[CH:5]/[CH2:6][CH2:7][C:8]#[C:9][C:10]#[CH:11].Cl.C(N=C=NCCCN(C)C)C.O.N1(O)C2C=CC=CC=2N=N1.[C:37]1([CH2:43][CH2:44][NH2:45])[CH:42]=[CH:41][CH:40]=[CH:39][CH:38]=1, predict the reaction product. (10) Given the reactants Cl.[F:2][CH:3]1[CH2:8][CH2:7][NH:6][CH2:5][CH2:4]1.[OH-].[Na+].O=[C:12]1[C:20]2C(=CC=C[CH:19]=2)C(=O)[N:13]1CCC=O.C(O[BH-](OC(=O)C)OC(=O)C)(=O)C.[Na+].[F:40][C:41]1[CH:70]=[CH:69][CH:68]=[CH:67][C:42]=1[C:43]([NH:45][C:46]1[CH:51]=[CH:50][C:49]([C:52]2[O:53][C:54](S(CC3C=CC=CC=3)(=O)=O)=[N:55][N:56]=2)=[CH:48][CH:47]=1)=[O:44], predict the reaction product. The product is: [F:40][C:41]1[CH:70]=[CH:69][CH:68]=[CH:67][C:42]=1[C:43]([NH:45][C:46]1[CH:51]=[CH:50][C:49]([C:52]2[O:53][C:54]([NH:13][CH2:12][CH2:20][CH2:19][N:6]3[CH2:7][CH2:8][CH:3]([F:2])[CH2:4][CH2:5]3)=[N:55][N:56]=2)=[CH:48][CH:47]=1)=[O:44].